Dataset: NCI-60 drug combinations with 297,098 pairs across 59 cell lines. Task: Regression. Given two drug SMILES strings and cell line genomic features, predict the synergy score measuring deviation from expected non-interaction effect. Drug 1: CC1=C(C(=CC=C1)Cl)NC(=O)C2=CN=C(S2)NC3=CC(=NC(=N3)C)N4CCN(CC4)CCO. Drug 2: CCCCC(=O)OCC(=O)C1(CC(C2=C(C1)C(=C3C(=C2O)C(=O)C4=C(C3=O)C=CC=C4OC)O)OC5CC(C(C(O5)C)O)NC(=O)C(F)(F)F)O. Cell line: A549. Synergy scores: CSS=60.9, Synergy_ZIP=0.955, Synergy_Bliss=-0.245, Synergy_Loewe=-2.00, Synergy_HSA=1.40.